This data is from NCI-60 drug combinations with 297,098 pairs across 59 cell lines. The task is: Regression. Given two drug SMILES strings and cell line genomic features, predict the synergy score measuring deviation from expected non-interaction effect. (1) Drug 1: C(CC(=O)O)C(=O)CN.Cl. Drug 2: COCCOC1=C(C=C2C(=C1)C(=NC=N2)NC3=CC=CC(=C3)C#C)OCCOC.Cl. Cell line: KM12. Synergy scores: CSS=2.71, Synergy_ZIP=-2.16, Synergy_Bliss=-0.532, Synergy_Loewe=-1.09, Synergy_HSA=-1.78. (2) Drug 1: C(=O)(N)NO. Drug 2: CNC(=O)C1=NC=CC(=C1)OC2=CC=C(C=C2)NC(=O)NC3=CC(=C(C=C3)Cl)C(F)(F)F. Cell line: A549. Synergy scores: CSS=-3.85, Synergy_ZIP=4.98, Synergy_Bliss=4.72, Synergy_Loewe=-0.0667, Synergy_HSA=-2.79. (3) Drug 1: C1CC(=O)NC(=O)C1N2CC3=C(C2=O)C=CC=C3N. Drug 2: C1=CC(=CC=C1C#N)C(C2=CC=C(C=C2)C#N)N3C=NC=N3. Cell line: SF-268. Synergy scores: CSS=3.14, Synergy_ZIP=0.245, Synergy_Bliss=1.37, Synergy_Loewe=1.07, Synergy_HSA=-0.0191.